This data is from Full USPTO retrosynthesis dataset with 1.9M reactions from patents (1976-2016). The task is: Predict the reactants needed to synthesize the given product. Given the product [Br:16][C:10]1[N:11]=[N:12][C:7]([C:2]2[CH:3]=[CH:4][CH:5]=[CH:6][N:1]=2)=[CH:8][CH:9]=1, predict the reactants needed to synthesize it. The reactants are: [N:1]1[CH:6]=[CH:5][CH:4]=[CH:3][C:2]=1[C:7]1[CH:8]=[CH:9][C:10](=O)[NH:11][N:12]=1.P(Br)(Br)([Br:16])=O.C([O-])(O)=O.[Na+].